From a dataset of Reaction yield outcomes from USPTO patents with 853,638 reactions. Predict the reaction yield, written as a fraction of the theoretical maximum amount of product (1.0 means a 100% yield; for example, 0.34 means a 34% yield). (1) The reactants are C[O:2][C:3]1[N:8]=[C:7]([C:9]([CH3:13])([CH3:12])[C:10]#[N:11])[CH:6]=[CH:5][CH:4]=1.Cl. The catalyst is O1CCOCC1. The product is [CH3:13][C:9]([C:7]1[NH:8][C:3](=[O:2])[CH:4]=[CH:5][CH:6]=1)([CH3:12])[C:10]#[N:11]. The yield is 0.770. (2) The reactants are [Cl:1][C:2]1[CH:7]=[CH:6][C:5]([C:8]([C:16]2[CH:21]=[CH:20][C:19]([CH2:22][N:23]3[CH2:27][CH2:26][CH2:25][CH2:24]3)=[CH:18][CH:17]=2)([C:10]2[CH:15]=[CH:14][CH:13]=[CH:12][CH:11]=2)O)=[CH:4][CH:3]=1.O=S(Cl)Cl.[H-].[Na+].[NH2:34][C:35]1[C:44]2[C:39](=[CH:40][C:41]([Cl:45])=[CH:42][CH:43]=2)[N:38]=[CH:37][CH:36]=1. The catalyst is C(Cl)Cl.C1COCC1. The product is [Cl:45][C:41]1[CH:40]=[C:39]2[C:44]([C:35]([NH2:34])=[CH:36][CH2:37][N:38]2[C:8]([C:5]2[CH:6]=[CH:7][C:2]([Cl:1])=[CH:3][CH:4]=2)([C:16]2[CH:21]=[CH:20][C:19]([CH2:22][N:23]3[CH2:27][CH2:26][CH2:25][CH2:24]3)=[CH:18][CH:17]=2)[C:10]2[CH:15]=[CH:14][CH:13]=[CH:12][CH:11]=2)=[CH:43][CH:42]=1. The yield is 0.230. (3) The reactants are [C:1]([C:4]1[S:8][C:7]([NH2:9])=[N:6][C:5]=1[CH3:10])(=[O:3])[CH3:2].C(N(CC)CC)C.Cl[CH2:19][CH2:20][N:21]=[C:22]=[O:23]. The catalyst is O1CCCC1. The product is [C:1]([C:4]1[S:8][C:7]([N:9]2[CH2:19][CH2:20][NH:21][C:22]2=[O:23])=[N:6][C:5]=1[CH3:10])(=[O:3])[CH3:2]. The yield is 0.990. (4) The reactants are [NH2:1][C:2]1[CH:7]=[CH:6][C:5]([C:8]2[N:9]([CH:26]3[CH2:29][CH2:28][CH2:27]3)[C:10]3[C:15]([C:16]=2[C:17]#[N:18])=[CH:14][CH:13]=[C:12]([O:19][CH:20]2[CH2:25][CH2:24][O:23][CH2:22][CH2:21]2)[CH:11]=3)=[CH:4][CH:3]=1.C([O-])([O-])=O.[K+].[K+].[CH:36]([O:39][C:40](Cl)=[O:41])([CH3:38])[CH3:37]. The catalyst is C(OCC)(=O)C. The product is [CH:36]([O:39][C:40](=[O:41])[NH:1][C:2]1[CH:7]=[CH:6][C:5]([C:8]2[N:9]([CH:26]3[CH2:27][CH2:28][CH2:29]3)[C:10]3[C:15]([C:16]=2[C:17]#[N:18])=[CH:14][CH:13]=[C:12]([O:19][CH:20]2[CH2:25][CH2:24][O:23][CH2:22][CH2:21]2)[CH:11]=3)=[CH:4][CH:3]=1)([CH3:38])[CH3:37]. The yield is 0.920. (5) The reactants are Cl[C:2]1[CH:7]=[CH:6][C:5]([N+:8]([O-:10])=[O:9])=[CH:4][N:3]=1.[CH3:11][C:12]1[CH:17]=[CH:16][C:15](B(O)O)=[CH:14][CH:13]=1.C(=O)([O-])[O-].[Na+].[Na+]. The catalyst is C1C=CC([P]([Pd]([P](C2C=CC=CC=2)(C2C=CC=CC=2)C2C=CC=CC=2)([P](C2C=CC=CC=2)(C2C=CC=CC=2)C2C=CC=CC=2)[P](C2C=CC=CC=2)(C2C=CC=CC=2)C2C=CC=CC=2)(C2C=CC=CC=2)C2C=CC=CC=2)=CC=1.COCCOC. The product is [N+:8]([C:5]1[CH:6]=[CH:7][C:2]([C:15]2[CH:16]=[CH:17][C:12]([CH3:11])=[CH:13][CH:14]=2)=[N:3][CH:4]=1)([O-:10])=[O:9]. The yield is 0.800. (6) The reactants are [Cl:1][C:2]1[CH:7]=[CH:6][C:5]([C:8]2[N:13]=[C:12]([C:14]3[C:22]4[C:17](=[CH:18][CH:19]=[C:20]([C:23]5[S:27][C:26]([NH:28]CC6C=CC(OC)=CC=6)=[N:25][N:24]=5)[CH:21]=4)[NH:16][CH:15]=3)[CH:11]=[CH:10][CH:9]=2)=[CH:4][CH:3]=1. The catalyst is C(O)(C(F)(F)F)=O. The product is [Cl:1][C:2]1[CH:7]=[CH:6][C:5]([C:8]2[N:13]=[C:12]([C:14]3[C:22]4[C:17](=[CH:18][CH:19]=[C:20]([C:23]5[S:27][C:26]([NH2:28])=[N:25][N:24]=5)[CH:21]=4)[NH:16][CH:15]=3)[CH:11]=[CH:10][CH:9]=2)=[CH:4][CH:3]=1. The yield is 0.447.